This data is from Full USPTO retrosynthesis dataset with 1.9M reactions from patents (1976-2016). The task is: Predict the reactants needed to synthesize the given product. Given the product [CH2:20]([NH:24][C:25]([NH:27][CH2:28][C:29]([N:53]1[CH2:48][CH2:49][C:50]2([CH2:7][CH2:8][CH2:9][N:10]([C:13]([O:15][C:16]([CH3:17])([CH3:19])[CH3:18])=[O:14])[CH2:11]2)[CH2:51][CH2:52]1)=[O:31])=[O:26])[CH:21]([CH3:22])[CH3:23], predict the reactants needed to synthesize it. The reactants are: Cl.C1[C:7]2(C[CH2:11][N:10]([C:13]([O:15][C:16]([CH3:19])([CH3:18])[CH3:17])=[O:14])[CH2:9][CH2:8]2)CNCC1.[CH2:20]([NH:24][C:25]([NH:27][CH2:28][C:29]([OH:31])=O)=[O:26])[CH:21]([CH3:23])[CH3:22].C(N(CC)CC)C.CN(C(ON1N=N[C:49]2[CH:50]=[CH:51][CH:52]=[N:53][C:48]1=2)=[N+](C)C)C.F[P-](F)(F)(F)(F)F.